Dataset: Full USPTO retrosynthesis dataset with 1.9M reactions from patents (1976-2016). Task: Predict the reactants needed to synthesize the given product. Given the product [CH:1]([C:4]1[CH:8]=[C:7]([N:9]2[CH2:57][CH2:56][C:12]3[N:13]=[C:14]([C:36]4[CH:44]=[CH:43][CH:42]=[C:41]5[C:37]=4[C:38]([CH3:55])=[CH:39][N:40]5[S:45]([C:48]4[CH:49]=[CH:50][C:51]([CH3:52])=[CH:53][CH:54]=4)(=[O:46])=[O:47])[N:15]=[C:16]([N:17]4[CH2:22][CH2:21][NH:20][C@H:19]([CH3:35])[CH2:18]4)[C:11]=3[CH2:10]2)[N:6]([CH3:58])[N:5]=1)([CH3:2])[CH3:3], predict the reactants needed to synthesize it. The reactants are: [CH:1]([C:4]1[CH:8]=[C:7]([N:9]2[CH2:57][CH2:56][C:12]3[N:13]=[C:14]([C:36]4[CH:44]=[CH:43][CH:42]=[C:41]5[C:37]=4[C:38]([CH3:55])=[CH:39][N:40]5[S:45]([C:48]4[CH:54]=[CH:53][C:51]([CH3:52])=[CH:50][CH:49]=4)(=[O:47])=[O:46])[N:15]=[C:16]([N:17]4[CH2:22][CH2:21][N:20](S(C5C=CC=CC=5[N+]([O-])=O)(=O)=O)[C@H:19]([CH3:35])[CH2:18]4)[C:11]=3[CH2:10]2)[N:6]([CH3:58])[N:5]=1)([CH3:3])[CH3:2].C1CCN2C(=NCCC2)CC1.SCC(O)=O.